Dataset: NCI-60 drug combinations with 297,098 pairs across 59 cell lines. Task: Regression. Given two drug SMILES strings and cell line genomic features, predict the synergy score measuring deviation from expected non-interaction effect. (1) Drug 1: CCC1=C2CN3C(=CC4=C(C3=O)COC(=O)C4(CC)O)C2=NC5=C1C=C(C=C5)O. Drug 2: C(CCl)NC(=O)N(CCCl)N=O. Cell line: MDA-MB-231. Synergy scores: CSS=22.1, Synergy_ZIP=-8.21, Synergy_Bliss=-2.65, Synergy_Loewe=0.552, Synergy_HSA=1.97. (2) Cell line: SK-MEL-2. Drug 2: COC1=NC(=NC2=C1N=CN2C3C(C(C(O3)CO)O)O)N. Drug 1: C1=CC(=CC=C1CCCC(=O)O)N(CCCl)CCCl. Synergy scores: CSS=6.41, Synergy_ZIP=2.64, Synergy_Bliss=6.48, Synergy_Loewe=-1.97, Synergy_HSA=0.698. (3) Drug 1: CCCCCOC(=O)NC1=NC(=O)N(C=C1F)C2C(C(C(O2)C)O)O. Drug 2: CCN(CC)CCCC(C)NC1=C2C=C(C=CC2=NC3=C1C=CC(=C3)Cl)OC. Cell line: MOLT-4. Synergy scores: CSS=0.936, Synergy_ZIP=1.68, Synergy_Bliss=0.612, Synergy_Loewe=-52.2, Synergy_HSA=-3.64.